Dataset: Catalyst prediction with 721,799 reactions and 888 catalyst types from USPTO. Task: Predict which catalyst facilitates the given reaction. (1) Product: [CH3:1][O:2][C:3]1[CH:4]=[CH:5][C:6]2[C:10]([O:11][C:12]3[CH:13]=[CH:14][C:15]([O:18][CH2:19][CH2:20][N:21]4[CH2:26][CH2:25][CH2:24][CH2:23][CH2:22]4)=[CH:16][CH:17]=3)=[C:9]([Br:28])[S:8][C:7]=2[CH:27]=1. The catalyst class is: 2. Reactant: [CH3:1][O:2][C:3]1[CH:4]=[CH:5][C:6]2[C:10]([O:11][C:12]3[CH:17]=[CH:16][C:15]([O:18][CH2:19][CH2:20][N:21]4[CH2:26][CH2:25][CH2:24][CH2:23][CH2:22]4)=[CH:14][CH:13]=3)=[CH:9][S:8][C:7]=2[CH:27]=1.[Br:28]Br.[O-]S([O-])(=S)=O.[Na+].[Na+]. (2) Reactant: [C:1]([C:4]1[CH:9]=[CH:8][C:7]([C:10]#[C:11][C:12]2[CH:13]=[C:14]([Cl:20])[C:15]([C:18]#[N:19])=[N:16][CH:17]=2)=[CH:6][CH:5]=1)(=[O:3])[CH3:2].[H][H]. Product: [C:1]([C:4]1[CH:9]=[CH:8][C:7]([CH2:10][CH2:11][C:12]2[CH:13]=[C:14]([Cl:20])[C:15]([C:18]#[N:19])=[N:16][CH:17]=2)=[CH:6][CH:5]=1)(=[O:3])[CH3:2]. The catalyst class is: 810. (3) Reactant: [F:1][C:2]([F:12])([F:11])[O:3][C:4]1[CH:9]=[CH:8][C:7]([NH2:10])=[CH:6][CH:5]=1.C(O[CH:16]1[CH2:20][CH2:19][CH:18](OCC)O1)C. Product: [F:1][C:2]([F:11])([F:12])[O:3][C:4]1[CH:5]=[CH:6][C:7]([N:10]2[CH:16]=[CH:20][CH:19]=[CH:18]2)=[CH:8][CH:9]=1. The catalyst class is: 15.